From a dataset of Peptide-MHC class II binding affinity with 134,281 pairs from IEDB. Regression. Given a peptide amino acid sequence and an MHC pseudo amino acid sequence, predict their binding affinity value. This is MHC class II binding data. (1) The MHC is HLA-DQA10501-DQB10201 with pseudo-sequence HLA-DQA10501-DQB10201. The binding affinity (normalized) is 0.194. The peptide sequence is ALVFDLPAALQRAIP. (2) The peptide sequence is EAMDTISVFLHSEEG. The MHC is DRB1_0301 with pseudo-sequence DRB1_0301. The binding affinity (normalized) is 0.552. (3) The peptide sequence is LPVPPTVTVFKIPKK. The MHC is DRB1_0901 with pseudo-sequence DRB1_0901. The binding affinity (normalized) is 0.249. (4) The peptide sequence is QYIKANSKFIGITE. The MHC is DRB1_0803 with pseudo-sequence QEFFIASGAAVDAIMESGFDYYSIDRLTYHVGFT. The binding affinity (normalized) is 0.318.